Dataset: Full USPTO retrosynthesis dataset with 1.9M reactions from patents (1976-2016). Task: Predict the reactants needed to synthesize the given product. Given the product [CH2:8]([O:15][C:16]1[CH:23]=[CH:22][C:19]([CH2:20][O:4][CH2:3][C:2]([CH3:5])=[CH2:1])=[CH:18][CH:17]=1)[C:9]1[CH:14]=[CH:13][CH:12]=[CH:11][CH:10]=1, predict the reactants needed to synthesize it. The reactants are: [CH3:1][C:2](=[CH2:5])[CH2:3][OH:4].[H-].[Na+].[CH2:8]([O:15][C:16]1[CH:23]=[CH:22][C:19]([CH2:20]Cl)=[CH:18][CH:17]=1)[C:9]1[CH:14]=[CH:13][CH:12]=[CH:11][CH:10]=1.